This data is from Reaction yield outcomes from USPTO patents with 853,638 reactions. The task is: Predict the reaction yield, written as a fraction of the theoretical maximum amount of product (1.0 means a 100% yield; for example, 0.34 means a 34% yield). (1) The catalyst is COC.CO.C1C=CC(P(C2C=CC=CC=2)[C-]2C=CC=C2)=CC=1.C1C=CC(P(C2C=CC=CC=2)[C-]2C=CC=C2)=CC=1.Cl[Pd]Cl.[Fe+2].O. The product is [NH2:8][C:9]1[S:13][C:12]([C:43]2[C:42]([F:41])=[CH:47][C:46]([O:48][CH3:49])=[CH:45][C:44]=2[F:50])=[N:11][C:10]=1[C:15]([NH:17][C:18]1[CH:19]=[N:20][N:21]([CH3:40])[C:22]=1[N:23]1[CH2:24][CH2:25][CH:26]([NH2:32])[CH2:27][C:28]([F:30])([F:31])[CH2:29]1)=[O:16]. The yield is 0.0600. The reactants are C(OC([NH:8][C:9]1[S:13][C:12](Br)=[N:11][C:10]=1[C:15]([NH:17][C:18]1[CH:19]=[N:20][N:21]([CH3:40])[C:22]=1[N:23]1[CH2:29][C:28]([F:31])([F:30])[CH2:27][CH:26]([NH:32]C(=O)OC(C)(C)C)[CH2:25][CH2:24]1)=[O:16])=O)(C)(C)C.[F:41][C:42]1[CH:47]=[C:46]([O:48][CH3:49])[CH:45]=[C:44]([F:50])[C:43]=1B(O)O.ClCCl.C(=O)([O-])[O-].[Na+].[Na+].Cl.O1CCOCC1. (2) The product is [C:44]([O:48][C:49]([N:51]1[CH2:52][CH2:53][N:13]([C:11]2[C:10]3[C:41]([O:61][CH3:60])=[CH:40][N:39]=[CH:42][C:9]=3[N:8]=[C:7]([C:4]3[CH:3]=[CH:2][N:1]=[CH:6][CH:5]=3)[N:12]=2)[CH2:14][C@H:15]1[CH2:16][C:21]1[CH:22]=[CH:23][CH:24]=[CH:25][CH:26]=1)=[O:50])([CH3:45])([CH3:47])[CH3:46]. The catalyst is CN(C1C=CN=CC=1)C. The yield is 0.390. The reactants are [N:1]1[CH:6]=[CH:5][C:4]([C:7]2[N:8]=[C:9](O)[C:10]3[CH:16]=[CH:15][CH:14]=[N:13][C:11]=3[N:12]=2)=[CH:3][CH:2]=1.C([C:21]1[CH:26]=[C:25](C(C)C)[CH:24]=[C:23](C(C)C)[C:22]=1S(Cl)(=O)=O)(C)C.CC[N:39]([CH2:42]C)[CH2:40][CH3:41].[C:44]([O:48][C:49]([N:51]1CCN[CH2:53][C@@H:52]1CO)=[O:50])([CH3:47])([CH3:46])[CH3:45].C[C:60](N(C)C)=[O:61]. (3) The reactants are Br[C:2]1[N:7]2[N:8]=[C:9]([NH:11][C:12]3[CH:20]=[CH:19][C:15]([C:16]([NH2:18])=[O:17])=[CH:14][CH:13]=3)[N:10]=[C:6]2[CH:5]=[CH:4][CH:3]=1.[OH:21][C:22]1[CH:23]=[C:24](B(O)O)[CH:25]=[CH:26][CH:27]=1.C(=O)([O-])[O-].[Na+].[Na+].O.[Cl-].[Na+].O. The catalyst is O1CCOCC1.O.C1C=CC(P(C2C=CC=CC=2)[C-]2C=CC=C2)=CC=1.C1C=CC(P(C2C=CC=CC=2)[C-]2C=CC=C2)=CC=1.Cl[Pd]Cl.[Fe+2]. The product is [OH:21][C:22]1[CH:27]=[C:26]([C:2]2[N:7]3[N:8]=[C:9]([NH:11][C:12]4[CH:20]=[CH:19][C:15]([C:16]([NH2:18])=[O:17])=[CH:14][CH:13]=4)[N:10]=[C:6]3[CH:5]=[CH:4][CH:3]=2)[CH:25]=[CH:24][CH:23]=1. The yield is 0.230.